From a dataset of Forward reaction prediction with 1.9M reactions from USPTO patents (1976-2016). Predict the product of the given reaction. Given the reactants [CH:1]1([CH2:6][C@H:7]([CH2:28][N:29]([CH:38]=[O:39])[O:30][CH2:31][C:32]2[CH:37]=[CH:36][CH:35]=[CH:34][CH:33]=2)[C:8]([N:10]2[C@H:14]([C:15]([OH:17])=O)[CH2:13][CH2:12][N:11]2[C:18]([O:20][CH2:21][C:22]2[CH:27]=[CH:26][CH:25]=[CH:24][CH:23]=2)=[O:19])=[O:9])[CH2:5][CH2:4][CH2:3][CH2:2]1.CN1C=CN=C1.S(Cl)(C)(=O)=O.[NH2:51][C:52]1[CH:57]=[CH:56][CH:55]=[CH:54][N+:53]=1[O-:58], predict the reaction product. The product is: [CH:1]1([CH2:6][C@H:7]([CH2:28][N:29]([CH:38]=[O:39])[O:30][CH2:31][C:32]2[CH:33]=[CH:34][CH:35]=[CH:36][CH:37]=2)[C:8]([N:10]2[C@H:14]([C:15]([NH:51][C:52]3[CH:57]=[CH:56][CH:55]=[CH:54][N+:53]=3[O-:58])=[O:17])[CH2:13][CH2:12][N:11]2[C:18]([O:20][CH2:21][C:22]2[CH:23]=[CH:24][CH:25]=[CH:26][CH:27]=2)=[O:19])=[O:9])[CH2:5][CH2:4][CH2:3][CH2:2]1.